Dataset: Full USPTO retrosynthesis dataset with 1.9M reactions from patents (1976-2016). Task: Predict the reactants needed to synthesize the given product. The reactants are: [Cl:1][C:2]1[N:3]=[CH:4][C:5]2[NH:11][C:10](=[O:12])[CH2:9][CH:8]([CH3:13])[N:7]([CH:14]3[CH2:18][CH2:17][CH2:16][CH2:15]3)[C:6]=2[N:19]=1.[CH3:20]N(C)C(=O)C.IC.[H-].[Na+]. Given the product [Cl:1][C:2]1[N:3]=[CH:4][C:5]2[N:11]([CH3:20])[C:10](=[O:12])[CH2:9][CH:8]([CH3:13])[N:7]([CH:14]3[CH2:18][CH2:17][CH2:16][CH2:15]3)[C:6]=2[N:19]=1, predict the reactants needed to synthesize it.